This data is from Catalyst prediction with 721,799 reactions and 888 catalyst types from USPTO. The task is: Predict which catalyst facilitates the given reaction. (1) Reactant: [O:1]=[C:2]1[N:6]([C:7]2[CH:12]=[CH:11][C:10]([CH:13]3[CH2:18][CH2:17][NH:16][CH2:15][CH2:14]3)=[C:9]([F:19])[CH:8]=2)[CH2:5][C@H:4]([CH2:20][NH:21][C:22](=[O:24])[CH3:23])[O:3]1.[S:25]([CH2:28][C:29]([O:31]C)=O)[C:26]#[N:27].C(O)(=O)C. Product: [O:31]=[C:29]1[CH2:28][S:25][C:26]([N:16]2[CH2:15][CH2:14][CH:13]([C:10]3[CH:11]=[CH:12][C:7]([N:6]4[CH2:5][C@H:4]([CH2:20][NH:21][C:22](=[O:24])[CH3:23])[O:3][C:2]4=[O:1])=[CH:8][C:9]=3[F:19])[CH2:18][CH2:17]2)=[N:27]1. The catalyst class is: 511. (2) Reactant: C1C=C(Cl)C=C(C(OO)=[O:9])C=1.[Br:12][C:13]1[CH:14]=[CH:15][C:16]2[C:17]3[S:25][C:24]([CH2:26][O:27][N:28]=[C:29]([CH3:31])[CH3:30])=[N:23][C:18]=3[CH:19]=[N:20][C:21]=2[CH:22]=1. Product: [Br:12][C:13]1[CH:14]=[CH:15][C:16]2[C:17]3[S:25][C:24]([CH2:26][O:27][N:28]=[C:29]([CH3:31])[CH3:30])=[N:23][C:18]=3[CH:19]=[N+:20]([O-:9])[C:21]=2[CH:22]=1. The catalyst class is: 22. (3) Reactant: [CH:1]1([O:6][C:7]2[C:8]([N+:13]([O-])=O)=[N:9][CH:10]=[CH:11][CH:12]=2)[CH2:5][CH2:4][CH2:3][CH2:2]1.[Br:16]Br. Product: [Br:16][C:11]1[CH:12]=[C:7]([O:6][CH:1]2[CH2:5][CH2:4][CH2:3][CH2:2]2)[C:8]([NH2:13])=[N:9][CH:10]=1. The catalyst class is: 183. (4) Reactant: [NH2:1][CH2:2][CH2:3][CH2:4][CH2:5][CH2:6][CH2:7][O:8][C:9]1[CH:10]=[C:11]([CH:35]=[C:36]([O:38][CH2:39][CH2:40][CH3:41])[CH:37]=1)[O:12][C:13]1[C:14]([NH:25][S:26]([C:29]2[N:30]=[CH:31][N:32]([CH3:34])[CH:33]=2)(=[O:28])=[O:27])=[CH:15][C:16]2[N:20]([CH3:21])[C:19](=[O:22])[N:18]([CH3:23])[C:17]=2[CH:24]=1.C(N(CC)CC)C.[C:49](OC(=O)C)(=[O:51])[CH3:50]. Product: [CH3:21][N:20]1[C:16]2[CH:15]=[C:14]([NH:25][S:26]([C:29]3[N:30]=[CH:31][N:32]([CH3:34])[CH:33]=3)(=[O:28])=[O:27])[C:13]([O:12][C:11]3[CH:10]=[C:9]([CH:37]=[C:36]([O:38][CH2:39][CH2:40][CH3:41])[CH:35]=3)[O:8][CH2:7][CH2:6][CH2:5][CH2:4][CH2:3][CH2:2][NH:1][C:49](=[O:51])[CH3:50])=[CH:24][C:17]=2[N:18]([CH3:23])[C:19]1=[O:22]. The catalyst class is: 31. (5) Reactant: [NH2:1][C:2]1[CH:7]=[CH:6][C:5]([Cl:8])=[CH:4][C:3]=1[C@@:9]([OH:19])([C:14]#[C:15][CH:16]1[CH2:18][CH2:17]1)[C:10]([F:13])([F:12])[F:11].[C:20](=O)(O)[O-:21].[K+].ClC(Cl)(OC(=O)OC(Cl)(Cl)Cl)Cl. Product: [CH:6]1[C:5]([Cl:8])=[CH:4][C:3]2[C@:9]([C:10]([F:13])([F:11])[F:12])([C:14]#[C:15][CH:16]3[CH2:18][CH2:17]3)[O:19][C:20]([NH:1][C:2]=2[CH:7]=1)=[O:21]. The catalyst class is: 282. (6) Product: [Cl:1][C:2]1[CH:3]=[CH:4][C:5]([C:8]2[N:12]([S:21]([C:15]3[CH:20]=[CH:19][CH:18]=[CH:17][CH:16]=3)(=[O:23])=[O:22])[CH:11]=[CH:10][N:9]=2)=[CH:6][CH:7]=1. The catalyst class is: 1. Reactant: [Cl:1][C:2]1[CH:7]=[CH:6][C:5]([C:8]2[NH:9][CH:10]=[CH:11][N:12]=2)=[CH:4][CH:3]=1.[H-].[Na+].[C:15]1([S:21](Cl)(=[O:23])=[O:22])[CH:20]=[CH:19][CH:18]=[CH:17][CH:16]=1. (7) Reactant: Br[CH2:2][C:3]([O:8][CH3:9])([O:6][CH3:7])[CH2:4]Br.CC(C)([O-:13])C.[Na+].[F:16][C:17]([F:29])([F:28])[O:18][C:19]1[CH:20]=[C:21]([CH2:25][C:26]#[N:27])[CH:22]=[CH:23][CH:24]=1. Product: [CH3:7][O:6][C:3]1([O:8][CH3:9])[CH2:4][C:25]([C:21]2[CH:22]=[CH:23][CH:24]=[C:19]([O:18][C:17]([F:28])([F:29])[F:16])[CH:20]=2)([C:26]([NH2:27])=[O:13])[CH2:2]1. The catalyst class is: 58. (8) Reactant: [ClH:1].[O:2]=[C:3]1[CH2:7][CH2:6][N:5]([C@@H:8]2[CH2:13][CH2:12][CH2:11][CH2:10][C@@H:9]2[O:14][CH2:15][CH2:16][CH2:17][CH:18]2[CH2:23][CH2:22][CH2:21][CH2:20][CH2:19]2)[CH2:4]1.O1C2(CCN([C@H]3CCCC[C@@H]3OCCCC3CCCCC3)C2)OCC1.CC(=O)CC. Product: [ClH:1].[O:2]=[C:3]1[CH2:7][CH2:6][N:5]([C@H:8]2[CH2:13][CH2:12][CH2:11][CH2:10][C@@H:9]2[O:14][CH2:15][CH2:16][CH2:17][CH:18]2[CH2:23][CH2:22][CH2:21][CH2:20][CH2:19]2)[CH2:4]1. The catalyst class is: 33. (9) Reactant: [F:1][C:2]([F:30])([F:29])[C:3]1[CH:12]=[C:11]2[C:6]([CH:7]=[N:8][N:9]=[C:10]2[NH:13][CH2:14][C:15]([NH:17][CH:18]2[CH2:21][N:20](C(OC(C)(C)C)=O)[CH2:19]2)=[O:16])=[CH:5][CH:4]=1.FC(F)(F)C(O)=O. Product: [NH:20]1[CH2:19][CH:18]([NH:17][C:15](=[O:16])[CH2:14][NH:13][C:10]2[C:11]3[C:6](=[CH:5][CH:4]=[C:3]([C:2]([F:1])([F:30])[F:29])[CH:12]=3)[CH:7]=[N:8][N:9]=2)[CH2:21]1. The catalyst class is: 4. (10) Reactant: [CH3:1][N:2]([CH2:4][CH2:5][N:6]1[C:14]2[C:9](=[CH:10][CH:11]=[C:12]([Sn](CCCC)(CCCC)CCCC)[CH:13]=2)[CH:8]=[N:7]1)[CH3:3].Cl.Br[C:30]1[CH:35]=[CH:34][N:33]=[CH:32][CH:31]=1. Product: [CH3:3][N:2]([CH2:4][CH2:5][N:6]1[C:14]2[C:9](=[CH:10][CH:11]=[C:12]([C:30]3[CH:35]=[CH:34][N:33]=[CH:32][CH:31]=3)[CH:13]=2)[CH:8]=[N:7]1)[CH3:1]. The catalyst class is: 11.